This data is from Full USPTO retrosynthesis dataset with 1.9M reactions from patents (1976-2016). The task is: Predict the reactants needed to synthesize the given product. (1) Given the product [CH2:5]([N:7]1[C:8]([CH3:14])([CH3:13])[C:9]([CH3:12])([CH3:10])[O:11][C:1](=[O:2])[CH2:3]1)[CH3:6], predict the reactants needed to synthesize it. The reactants are: [CH:1]([CH:3]=O)=[O:2].[CH2:5]([NH:7][C:8]([CH3:14])([CH3:13])[C:9]([CH3:12])([OH:11])[CH3:10])[CH3:6]. (2) The reactants are: C1(O[C:8](=[O:16])[NH:9][C:10]2[CH:15]=[CH:14][N:13]=[CH:12][N:11]=2)C=CC=CC=1.[N:17]1([CH2:23][C:24]2[CH:25]=[N:26][C:27]3[C:32]([CH:33]=2)=[CH:31][CH:30]=[CH:29][CH:28]=3)[CH2:22][CH2:21][NH:20][CH2:19][CH2:18]1. Given the product [N:13]1[CH:14]=[CH:15][C:10]([NH:9][C:8]([N:20]2[CH2:21][CH2:22][N:17]([CH2:23][C:24]3[CH:25]=[N:26][C:27]4[C:32]([CH:33]=3)=[CH:31][CH:30]=[CH:29][CH:28]=4)[CH2:18][CH2:19]2)=[O:16])=[N:11][CH:12]=1, predict the reactants needed to synthesize it. (3) Given the product [Cl:18][C:15]1[CH:14]=[C:13]([NH:20][C:21](=[O:22])[NH:1][CH2:2][C:3]([NH:5][CH2:6][CH:7]2[CH2:10][N:9]([CH2:11][C:12]3[CH:17]=[CH:16][C:15]([Cl:18])=[C:14]([Cl:19])[CH:13]=3)[CH2:8]2)=[O:4])[CH:12]=[CH:17][CH:16]=1, predict the reactants needed to synthesize it. The reactants are: [NH2:1][CH2:2][C:3]([NH:5][CH2:6][CH:7]1[CH2:10][N:9]([CH2:11][C:12]2[CH:17]=[CH:16][C:15]([Cl:18])=[C:14]([Cl:19])[CH:13]=2)[CH2:8]1)=[O:4].[N-:20]=[C:21]=[O:22].